Dataset: Reaction yield outcomes from USPTO patents with 853,638 reactions. Task: Predict the reaction yield, written as a fraction of the theoretical maximum amount of product (1.0 means a 100% yield; for example, 0.34 means a 34% yield). (1) The reactants are [CH3:1][C:2]1[CH:7]=[C:6]([C:8]([O:10][CH:11]([CH3:13])[CH3:12])=[O:9])[CH:5]=[CH:4][N:3]=1.[Br:14][CH2:15][C:16](=[O:21])[CH2:17][CH2:18][CH2:19][CH3:20]. The catalyst is CC(=O)CC. The product is [Br-:14].[CH3:1][C:2]1[CH:7]=[C:6]([C:8]([O:10][CH:11]([CH3:13])[CH3:12])=[O:9])[CH:5]=[CH:4][N+:3]=1[CH2:15][C:16](=[O:21])[CH2:17][CH2:18][CH2:19][CH3:20]. The yield is 0.820. (2) The reactants are [C:1]([O:5][C:6](=[O:41])[NH:7][C:8]([C:10]1[S:11][C:12]([S:39][CH3:40])=[C:13]([S:15]([C:18]2[CH:19]=[C:20]([C:24]3[C:29]([CH3:30])=[CH:28][CH:27]=[CH:26][C:25]=3[NH:31][C:32]([NH:34][CH2:35][CH2:36][C:37]#[N:38])=[O:33])[CH:21]=[CH:22][CH:23]=2)(=[O:17])=[O:16])[CH:14]=1)=[NH:9])([CH3:4])([CH3:3])[CH3:2].C(OC(=O)NC(C1SC(SC)=C(S(C2C=C(C3C(C)=CC=CC=3N)C=CC=2)(=O)=O)C=1)=N)(C)(C)C.NCCC#N.[N:81]([Si](C)(C)C)=[N+:82]=[N-:83].C([Sn](=O)CCCC)CCC. The catalyst is C1(C)C=CC=CC=1. The product is [C:1]([O:5][C:6](=[O:41])[NH:7][C:8](=[NH:9])[C:10]1[S:11][C:12]([S:39][CH3:40])=[C:13]([S:15]([C:18]2[CH:19]=[C:20]([C:24]3[C:29]([CH3:30])=[CH:28][CH:27]=[CH:26][C:25]=3[NH:31][C:32]([NH:34][CH2:35][CH2:36][C:37]3[N:81]=[N:82][NH:83][N:38]=3)=[O:33])[CH:21]=[CH:22][CH:23]=2)(=[O:17])=[O:16])[CH:14]=1)([CH3:3])([CH3:4])[CH3:2]. The yield is 0.420. (3) The reactants are Cl[C:2]1[CH:7]=[CH:6][N:5]=[C:4]([N:8]2[CH2:19][CH2:18][N:17]3[C:10](=[CH:11][C:12]4[CH2:13][C:14]([CH3:21])([CH3:20])[CH2:15][C:16]=43)[C:9]2=[O:22])[C:3]=1[CH:23]=[O:24].[CH3:25][N:26]1[C:31](=[O:32])[C:30]([NH:33][C:34]2[CH:39]=[CH:38][C:37]([N:40]3[CH2:45][CH2:44][N:43]([CH:46]4[CH2:49][O:48][CH2:47]4)[CH2:42][C@H:41]3[CH3:50])=[CH:36][N:35]=2)=[CH:29][C:28](C2C(C=O)=C(N3C=CN4C5CCCCC=5C=C4C3=O)N=CC=2)=[CH:27]1.[O-]P([O-])([O-])=O.[K+].[K+].[K+].C([O-])(=O)C.[Na+]. The catalyst is C1C=CC(P(C2C=CC=CC=2)[C-]2C=CC=C2)=CC=1.C1C=CC(P(C2C=CC=CC=2)[C-]2C=CC=C2)=CC=1.Cl[Pd]Cl.[Fe+2].O.C(#N)C. The product is [CH3:20][C:14]1([CH3:21])[CH2:13][C:12]2[CH:11]=[C:10]3[N:17]([CH2:18][CH2:19][N:8]([C:4]4[C:3]([CH:23]=[O:24])=[C:2]([C:28]5[CH:29]=[C:30]([NH:33][C:34]6[CH:39]=[CH:38][C:37]([N:40]7[CH2:45][CH2:44][N:43]([CH:46]8[CH2:47][O:48][CH2:49]8)[CH2:42][C@H:41]7[CH3:50])=[CH:36][N:35]=6)[C:31](=[O:32])[N:26]([CH3:25])[CH:27]=5)[CH:7]=[CH:6][N:5]=4)[C:9]3=[O:22])[C:16]=2[CH2:15]1. The yield is 0.410. (4) The reactants are Br[C:2]1[CH:3]=[C:4]([CH:9]=[CH:10][C:11]=1[CH2:12][NH:13][C@@H:14]([CH:17]([CH3:19])[CH3:18])[CH2:15][OH:16])[C:5]([O:7][CH3:8])=[O:6].C([O-])([O-])=O.[K+].[K+]. The catalyst is C(O)(C)C.[Cu]I. The product is [CH:17]([C@@H:14]1[NH:13][CH2:12][C:11]2[CH:10]=[CH:9][C:4]([C:5]([O:7][CH3:8])=[O:6])=[CH:3][C:2]=2[O:16][CH2:15]1)([CH3:19])[CH3:18]. The yield is 0.350.